From a dataset of Catalyst prediction with 721,799 reactions and 888 catalyst types from USPTO. Predict which catalyst facilitates the given reaction. (1) Reactant: [CH3:1][O:2][C:3]1[CH:9]=[CH:8][C:6]([NH2:7])=[CH:5][CH:4]=1.C(N(CC)CC)C.[Cl-].ClC1N(C)CC[NH+]1C.[CH3:26][O:27][C:28]1[C:29](=[O:52])[C:30]([CH3:51])=[C:31]([CH2:37][C:38]2[CH:39]=[CH:40][C:41]([O:47][CH:48]([CH3:50])[CH3:49])=[C:42]([CH:46]=2)[C:43](O)=[O:44])[C:32](=[O:36])[C:33]=1[O:34][CH3:35]. Product: [CH3:26][O:27][C:28]1[C:29](=[O:52])[C:30]([CH3:51])=[C:31]([CH2:37][C:38]2[CH:39]=[CH:40][C:41]([O:47][CH:48]([CH3:49])[CH3:50])=[C:42]([CH:46]=2)[C:43]([NH:7][C:6]2[CH:8]=[CH:9][C:3]([O:2][CH3:1])=[CH:4][CH:5]=2)=[O:44])[C:32](=[O:36])[C:33]=1[O:34][CH3:35]. The catalyst class is: 2. (2) Reactant: [NH2:1][C:2]1[C:7]([C:8]#[C:9][C:10]2[CH:15]=[CH:14][C:13]([C:16]([F:19])([F:18])[F:17])=[CH:12][CH:11]=2)=[C:6]([CH3:20])[N:5]=[CH:4][N:3]=1.Cl[CH2:22][C:23]1[O:27][C:26]([C:28]([O:30][CH2:31][CH3:32])=[O:29])=[CH:25][CH:24]=1.C(=O)([O-])O.[Na+]. Product: [CH3:20][C:6]1[N:5]=[CH:4][N:3]=[C:2]([NH:1][CH2:22][C:23]2[O:27][C:26]([C:28]([O:30][CH2:31][CH3:32])=[O:29])=[CH:25][CH:24]=2)[C:7]=1[C:8]#[C:9][C:10]1[CH:11]=[CH:12][C:13]([C:16]([F:19])([F:17])[F:18])=[CH:14][CH:15]=1. The catalyst class is: 9. (3) Reactant: [F:1][C:2]([F:32])([F:31])[C:3]([C:23]1[CH:24]=[C:25]([CH:28]=[CH:29][CH:30]=1)[C:26]#[N:27])=[N:4][CH2:5][C:6]1([C:12]2[S:13][CH:14]=[C:15]([C:17]3[CH:22]=[CH:21][CH:20]=[CH:19][CH:18]=3)[N:16]=2)[CH2:11][CH2:10][O:9][CH2:8][CH2:7]1.[BH4-].[Na+]. Product: [F:32][C:2]([F:1])([F:31])[CH:3]([C:23]1[CH:24]=[C:25]([CH:28]=[CH:29][CH:30]=1)[C:26]#[N:27])[NH:4][CH2:5][C:6]1([C:12]2[S:13][CH:14]=[C:15]([C:17]3[CH:22]=[CH:21][CH:20]=[CH:19][CH:18]=3)[N:16]=2)[CH2:11][CH2:10][O:9][CH2:8][CH2:7]1. The catalyst class is: 24. (4) Reactant: Br[C:2]1[CH:8]=[CH:7][C:5]([NH2:6])=[CH:4][C:3]=1[C:9]([F:12])([F:11])[F:10].[C:13]1(B(O)O)[CH:18]=[CH:17][CH:16]=[CH:15][CH:14]=1.C([O-])([O-])=O.[K+].[K+]. Product: [F:10][C:9]([F:12])([F:11])[C:3]1[CH:4]=[C:5]([NH2:6])[CH:7]=[CH:8][C:2]=1[C:13]1[CH:18]=[CH:17][CH:16]=[CH:15][CH:14]=1. The catalyst class is: 128. (5) Reactant: Cl[C:2]1[C:11]2[C:6](=[CH:7][C:8]([F:13])=[CH:9][C:10]=2[F:12])[N:5]=[C:4]([CH2:14][C:15]2[CH:20]=[CH:19][CH:18]=[C:17]([F:21])[CH:16]=2)[C:3]=1[CH3:22].[CH3:23][C:24]1([CH3:39])[C:28]2=[N:29][CH:30]=[C:31]([N:33]3[CH2:38][CH2:37][O:36][CH2:35][CH2:34]3)[CH:32]=[C:27]2[NH:26][CH2:25]1.C1(P(C2CCCCC2)C2C=CC=CC=2C2C(C(C)C)=CC(C(C)C)=CC=2C(C)C)CCCCC1.CC(C)([O-])C.[Na+]. Product: [CH3:23][C:24]1([CH3:39])[C:28]2=[N:29][CH:30]=[C:31]([N:33]3[CH2:38][CH2:37][O:36][CH2:35][CH2:34]3)[CH:32]=[C:27]2[N:26]([C:2]2[C:11]3[C:6](=[CH:7][C:8]([F:13])=[CH:9][C:10]=3[F:12])[N:5]=[C:4]([CH2:14][C:15]3[CH:20]=[CH:19][CH:18]=[C:17]([F:21])[CH:16]=3)[C:3]=2[CH3:22])[CH2:25]1. The catalyst class is: 187. (6) Reactant: [C:1]([O:5][C:6]([NH:8][CH:9]1[C:27](=[O:28])[N:26]2[CH:22]([CH2:23][CH:24]([O:29][Si:30]([C:33]([CH3:36])([CH3:35])[CH3:34])([CH3:32])[CH3:31])[CH2:25]2)[C:21](=[O:37])[NH:20][C:19]2([C:38]([OH:40])=O)[CH:17]([CH2:18]2)[CH:16]=[CH:15][CH2:14][CH2:13][CH2:12][CH2:11][CH2:10]1)=[O:7])([CH3:4])([CH3:3])[CH3:2].C1N=CN(C(N2C=NC=C2)=O)C=1.[CH:53]1([S:56]([NH2:59])(=[O:58])=[O:57])[CH2:55][CH2:54]1.C1CCN2C(=NCCC2)CC1. Product: [C:1]([O:5][C:6](=[O:7])[NH:8][CH:9]1[C:27](=[O:28])[N:26]2[CH:22]([CH2:23][CH:24]([O:29][Si:30]([C:33]([CH3:35])([CH3:36])[CH3:34])([CH3:31])[CH3:32])[CH2:25]2)[C:21](=[O:37])[NH:20][C:19]2([C:38]([NH:59][S:56]([CH:53]3[CH2:55][CH2:54]3)(=[O:58])=[O:57])=[O:40])[CH:17]([CH2:18]2)[CH:16]=[CH:15][CH2:14][CH2:13][CH2:12][CH2:11][CH2:10]1)([CH3:3])([CH3:4])[CH3:2]. The catalyst class is: 1. (7) Reactant: CO[C:3](=[O:13])[C:4]1[CH:9]=[CH:8][C:7]([Cl:10])=[CH:6][C:5]=1[CH2:11]Br.[CH2:14]([NH2:21])[C:15]1[CH:20]=[CH:19][CH:18]=[CH:17][CH:16]=1.C([O-])([O-])=O.[K+].[K+].C(OCC)(=O)C. The catalyst class is: 345. Product: [CH2:14]([N:21]1[CH2:11][C:5]2[C:4](=[CH:9][CH:8]=[C:7]([Cl:10])[CH:6]=2)[C:3]1=[O:13])[C:15]1[CH:20]=[CH:19][CH:18]=[CH:17][CH:16]=1. (8) Reactant: [Cl:1][C:2]1[CH:7]=[CH:6][C:5]([C:8]2[S:9][C:10]3[C:11](=[O:36])[N:12]([C:17]4[CH:18]=[C:19]5[C:23](=[CH:24][CH:25]=4)[N:22]([Si](C(C)C)(C(C)C)C(C)C)[CH:21]=[CH:20]5)[CH2:13][CH2:14][C:15]=3[N:16]=2)=[CH:4][CH:3]=1.[F-].C([N+](CCCC)(CCCC)CCCC)CCC. Product: [Cl:1][C:2]1[CH:7]=[CH:6][C:5]([C:8]2[S:9][C:10]3[C:11](=[O:36])[N:12]([C:17]4[CH:18]=[C:19]5[C:23](=[CH:24][CH:25]=4)[NH:22][CH:21]=[CH:20]5)[CH2:13][CH2:14][C:15]=3[N:16]=2)=[CH:4][CH:3]=1. The catalyst class is: 1. (9) Product: [F:27][C:20]1[CH:19]=[C:18]([C:15]2[CH:16]=[CH:17][C:12]3[N:13]([C:9]([C:6]4[CH:5]=[CH:4][C:3]([C:1]#[N:2])=[CH:8][CH:7]=4)=[CH:10][N:11]=3)[CH:14]=2)[CH:26]=[CH:25][C:21]=1[C:22]([N:29]1[CH2:34][CH2:33][O:32][CH2:31][CH2:30]1)=[O:24]. Reactant: [C:1]([C:3]1[CH:8]=[CH:7][C:6]([C:9]2[N:13]3[CH:14]=[C:15]([C:18]4[CH:26]=[CH:25][C:21]([C:22]([OH:24])=O)=[C:20]([F:27])[CH:19]=4)[CH:16]=[CH:17][C:12]3=[N:11][CH:10]=2)=[CH:5][CH:4]=1)#[N:2].C[N:29]1[CH2:34][CH2:33][O:32][CH2:31][CH2:30]1.CN(C(ON1N=NC2C=CC=NC1=2)=[N+](C)C)C.F[P-](F)(F)(F)(F)F.N1CCOCC1. The catalyst class is: 31.